From a dataset of Catalyst prediction with 721,799 reactions and 888 catalyst types from USPTO. Predict which catalyst facilitates the given reaction. (1) Reactant: [CH3:1][C:2]([CH3:28])([CH3:27])[CH2:3][N:4]([CH3:26])[C:5]1[N:10]=[CH:9][N:8]=[C:7]([NH:11][C:12]2[CH:13]=[C:14]([CH:19]=[CH:20][C:21]=2[CH3:22])[C:15]([NH:17][CH3:18])=[O:16])[C:6]=1[N+:23]([O-])=O.[H][H]. Product: [NH2:23][C:6]1[C:7]([NH:11][C:12]2[CH:13]=[C:14]([CH:19]=[CH:20][C:21]=2[CH3:22])[C:15]([NH:17][CH3:18])=[O:16])=[N:8][CH:9]=[N:10][C:5]=1[N:4]([CH2:3][C:2]([CH3:28])([CH3:27])[CH3:1])[CH3:26]. The catalyst class is: 45. (2) Reactant: [Br:1][C:2]1[CH:3]=[C:4]([CH:7]=[CH:8][C:9]=1[CH:10]=O)[C:5]#[N:6].[Na+].[C:13]1([S:19]([O-:21])=[O:20])[CH:18]=[CH:17][CH:16]=[CH:15][CH:14]=1.C([NH:26][C:27](=[O:29])[O-:28])(C)(C)C.[CH:30](O)=O.O1[CH2:37][CH2:36][CH2:35]C1. Product: [C:36]([O:28][C:27](=[O:29])[NH:26][CH:10]([S:19]([C:13]1[CH:18]=[CH:17][CH:16]=[CH:15][CH:14]=1)(=[O:21])=[O:20])[C:9]1[CH:8]=[CH:7][C:4]([C:5]#[N:6])=[CH:3][C:2]=1[Br:1])([CH3:35])([CH3:37])[CH3:30]. The catalyst class is: 6. (3) Reactant: [O:1]1[CH2:5][CH2:4][O:3][CH:2]1[C:6]1[CH:11]=[CH:10][C:9]([C:12]2[C:21]([C:22]3[CH:27]=[CH:26][CH:25]=[CH:24][CH:23]=3)=[CH:20][C:19]3[C:14](=[CH:15][CH:16]=[N:17][C:18]=3[NH:28][NH2:29])[N:13]=2)=[CH:8][CH:7]=1.O.[C:31]1(C)C(S(O)(=O)=O)=CC=CC=1.C1(C)C=CC=CC=1.C(OC)(OC)OC. Product: [O:3]1[CH2:4][CH2:5][O:1][CH:2]1[C:6]1[CH:11]=[CH:10][C:9]([C:12]2[C:21]([C:22]3[CH:27]=[CH:26][CH:25]=[CH:24][CH:23]=3)=[CH:20][C:19]3[C:18]4=[N:28][N:29]=[CH:31][N:17]4[CH:16]=[CH:15][C:14]=3[N:13]=2)=[CH:8][CH:7]=1. The catalyst class is: 5. (4) Reactant: [C:1]([O:5][C:6](=[O:15])[NH:7][C:8]1[CH:13]=[CH:12][C:11]([OH:14])=[CH:10][CH:9]=1)([CH3:4])([CH3:3])[CH3:2].Br[CH2:17][CH2:18][CH2:19][CH3:20].C(=O)([O-])[O-].[Cs+].[Cs+].CN(C)C=O. Product: [C:1]([O:5][C:6](=[O:15])[NH:7][C:8]1[CH:9]=[CH:10][C:11]([O:14][CH2:17][CH2:18][CH2:19][CH3:20])=[CH:12][CH:13]=1)([CH3:4])([CH3:2])[CH3:3]. The catalyst class is: 6. (5) Reactant: C(OC(=O)[N:7]([S:13]([C:16]1[CH:21]=[C:20]([Cl:22])[C:19]([O:23][C@H:24]2[CH2:28][CH2:27][CH2:26][C@@H:25]2[C:29]2[N:33]([CH3:34])[N:32]=[CH:31][CH:30]=2)=[CH:18][C:17]=1[F:35])(=[O:15])=[O:14])[C:8]1[N:9]=[CH:10][S:11][CH:12]=1)(C)(C)C.FC(F)(F)C(O)=O. The catalyst class is: 4. Product: [Cl:22][C:20]1[C:19]([O:23][C@H:24]2[CH2:28][CH2:27][CH2:26][C@@H:25]2[C:29]2[N:33]([CH3:34])[N:32]=[CH:31][CH:30]=2)=[CH:18][C:17]([F:35])=[C:16]([S:13]([NH:7][C:8]2[N:9]=[CH:10][S:11][CH:12]=2)(=[O:15])=[O:14])[CH:21]=1. (6) Reactant: C[Al](C)C.[Cl:5][C:6]1[CH:7]=[CH:8][C:9]([NH2:12])=[N:10][CH:11]=1.[Si:13]([O:30][CH2:31][CH2:32][O:33][CH2:34][C@H:35]([O:40][C:41]1[N:46]=[CH:45][N:44]=[C:43]2[N:47]([C:50]3[C:55]([Cl:56])=[CH:54][CH:53]=[CH:52][N:51]=3)[N:48]=[CH:49][C:42]=12)[C:36](OC)=[O:37])([C:26]([CH3:29])([CH3:28])[CH3:27])([C:20]1[CH:25]=[CH:24][CH:23]=[CH:22][CH:21]=1)[C:14]1[CH:19]=[CH:18][CH:17]=[CH:16][CH:15]=1. Product: [Si:13]([O:30][CH2:31][CH2:32][O:33][CH2:34][C@H:35]([O:40][C:41]1[N:46]=[CH:45][N:44]=[C:43]2[N:47]([C:50]3[C:55]([Cl:56])=[CH:54][CH:53]=[CH:52][N:51]=3)[N:48]=[CH:49][C:42]=12)[C:36]([NH:12][C:9]1[CH:8]=[CH:7][C:6]([Cl:5])=[CH:11][N:10]=1)=[O:37])([C:26]([CH3:27])([CH3:28])[CH3:29])([C:20]1[CH:21]=[CH:22][CH:23]=[CH:24][CH:25]=1)[C:14]1[CH:19]=[CH:18][CH:17]=[CH:16][CH:15]=1. The catalyst class is: 11. (7) Reactant: [H-].[Na+].F[C:4]1[CH:5]=[C:6]2[C:11](=[CH:12][C:13]=1[O:14][CH3:15])[N:10]=[C:9]([C:16]1[CH:21]=[CH:20][CH:19]=[C:18]([C:22]([F:25])([F:24])[F:23])[CH:17]=1)[C:8]([CH3:26])=[C:7]2[C:27]([OH:29])=[O:28].[CH3:30][CH:31]([S-:33])[CH3:32].[Na+].I[CH3:36]. Product: [CH3:26][C:8]1[C:9]([C:16]2[CH:21]=[CH:20][CH:19]=[C:18]([C:22]([F:24])([F:23])[F:25])[CH:17]=2)=[N:10][C:11]2[C:6]([C:7]=1[C:27]([O:29][CH3:36])=[O:28])=[CH:5][C:4]([S:33][CH:31]([CH3:32])[CH3:30])=[C:13]([O:14][CH3:15])[CH:12]=2. The catalyst class is: 58.